From a dataset of NCI-60 drug combinations with 297,098 pairs across 59 cell lines. Regression. Given two drug SMILES strings and cell line genomic features, predict the synergy score measuring deviation from expected non-interaction effect. (1) Drug 1: C1=NC2=C(N1)C(=S)N=C(N2)N. Drug 2: CC1=C(C(=CC=C1)Cl)NC(=O)C2=CN=C(S2)NC3=CC(=NC(=N3)C)N4CCN(CC4)CCO. Cell line: K-562. Synergy scores: CSS=78.4, Synergy_ZIP=-1.68, Synergy_Bliss=-2.51, Synergy_Loewe=-2.52, Synergy_HSA=0.701. (2) Synergy scores: CSS=39.8, Synergy_ZIP=-1.06, Synergy_Bliss=-0.637, Synergy_Loewe=-3.14, Synergy_HSA=-2.83. Drug 2: CN1C(=O)N2C=NC(=C2N=N1)C(=O)N. Cell line: CCRF-CEM. Drug 1: C1=NC2=C(N=C(N=C2N1C3C(C(C(O3)CO)O)O)F)N.